Dataset: Reaction yield outcomes from USPTO patents with 853,638 reactions. Task: Predict the reaction yield, written as a fraction of the theoretical maximum amount of product (1.0 means a 100% yield; for example, 0.34 means a 34% yield). (1) The reactants are [C:1]([C:5]1[NH:6][C:7]2[C:12]([CH:13]=1)=[CH:11][C:10]([N+:14]([O-])=O)=[CH:9][C:8]=2[C:17]#[N:18])([CH3:4])([CH3:3])[CH3:2].[BH4-].[Na+]. The catalyst is CO. The product is [NH2:14][C:10]1[CH:11]=[C:12]2[C:7](=[C:8]([C:17]#[N:18])[CH:9]=1)[NH:6][C:5]([C:1]([CH3:4])([CH3:3])[CH3:2])=[CH:13]2. The yield is 0.320. (2) The reactants are [NH2:1][C@H:2]([CH2:19][C:20]1[CH:25]=[C:24]([F:26])[C:23]([F:27])=[CH:22][C:21]=1[F:28])[CH2:3][C:4]([N:6]1[CH2:11][CH2:10][N:9]2[C:12]([C:15]([F:18])([F:17])[F:16])=[N:13][N:14]=[C:8]2[CH2:7]1)=[O:5].C([OH:32])(C)C.[P:33](=[O:37])([OH:36])([OH:35])[OH:34]. The catalyst is O. The product is [CH2:11]1[N:6]([C:4]([CH2:3][C@H:2]([NH2:1])[CH2:19][C:20]2[C:21]([F:28])=[CH:22][C:23]([F:27])=[C:24]([F:26])[CH:25]=2)=[O:5])[CH2:7][C:8]2=[N:14][N:13]=[C:12]([C:15]([F:16])([F:18])[F:17])[N:9]2[CH2:10]1.[OH2:32].[OH:35][P:33]([OH:37])([OH:36])=[O:34]. The yield is 0.680. (3) The reactants are [CH3:1][O:2][C:3](=[O:11])[C:4]1[CH:9]=[CH:8][C:7]([NH2:10])=[N:6][CH:5]=1.[C:12]([C:16]1[CH:23]=[CH:22][C:19]([CH:20]=O)=[CH:18][CH:17]=1)([CH3:15])([CH3:14])[CH3:13].C([O:26][C:27](=O)[C:28]([OH:39])=[CH:29][C:30](=[O:38])[C:31]1[CH:36]=[CH:35][C:34]([CH3:37])=[CH:33][CH:32]=1)C. No catalyst specified. The product is [CH3:1][O:2][C:3](=[O:11])[C:4]1[CH:9]=[CH:8][C:7]([N:10]2[C:27](=[O:26])[C:28]([OH:39])=[C:29]([C:30](=[O:38])[C:31]3[CH:32]=[CH:33][C:34]([CH3:37])=[CH:35][CH:36]=3)[CH:20]2[C:19]2[CH:22]=[CH:23][C:16]([C:12]([CH3:15])([CH3:14])[CH3:13])=[CH:17][CH:18]=2)=[N:6][CH:5]=1. The yield is 0.170.